From a dataset of Catalyst prediction with 721,799 reactions and 888 catalyst types from USPTO. Predict which catalyst facilitates the given reaction. (1) The catalyst class is: 1. Reactant: [Si:1]([C:8]1[S:9][CH:10]=[C:11]([CH2:13][C@H:14]2[C@@H:18]([CH2:19][O:20][Si:21]([C:24]([CH3:27])([CH3:26])[CH3:25])([CH3:23])[CH3:22])[O:17][C:16]([CH3:29])([CH3:28])[N:15]2[C:30]([O:32][C:33]([CH3:36])([CH3:35])[CH3:34])=[O:31])[N:12]=1)([C:4]([CH3:7])([CH3:6])[CH3:5])([CH3:3])[CH3:2].[Li+].[CH3:38][CH2:39][CH2:40][CH2-].ICCC. Product: [Si:1]([C:8]1[S:9][C:10]([CH2:38][CH2:39][CH3:40])=[C:11]([CH2:13][C@H:14]2[C@@H:18]([CH2:19][O:20][Si:21]([C:24]([CH3:25])([CH3:27])[CH3:26])([CH3:23])[CH3:22])[O:17][C:16]([CH3:29])([CH3:28])[N:15]2[C:30]([O:32][C:33]([CH3:36])([CH3:35])[CH3:34])=[O:31])[N:12]=1)([C:4]([CH3:6])([CH3:7])[CH3:5])([CH3:2])[CH3:3]. (2) Reactant: [CH2:1]([NH:4][C:5]1[C:14]2[C:9](=[CH:10][CH:11]=[C:12]([N+:15]([O-:17])=[O:16])[CH:13]=2)[N:8]=[C:7](Cl)[N:6]=1)[CH:2]=[CH2:3].[CH2:19]([NH2:24])[C:20]([CH3:23])([CH3:22])[CH3:21].O. Product: [CH2:1]([NH:4][C:5]1[C:14]2[C:9](=[CH:10][CH:11]=[C:12]([N+:15]([O-:17])=[O:16])[CH:13]=2)[N:8]=[C:7]([NH:24][CH2:19][C:20]([CH3:23])([CH3:22])[CH3:21])[N:6]=1)[CH:2]=[CH2:3]. The catalyst class is: 10. (3) Reactant: [O:1]([C:8]1[N:17]=[C:16]2[C:11]([CH:12]=[C:13]([C:22]([O:24]CC)=[O:23])[C:14]([C:18]([F:21])([F:20])[F:19])=[N:15]2)=[CH:10][CH:9]=1)[C:2]1[CH:7]=[CH:6][CH:5]=[CH:4][CH:3]=1.O.[OH-].[Li+].Cl. Product: [O:1]([C:8]1[N:17]=[C:16]2[C:11]([CH:12]=[C:13]([C:22]([OH:24])=[O:23])[C:14]([C:18]([F:21])([F:20])[F:19])=[N:15]2)=[CH:10][CH:9]=1)[C:2]1[CH:3]=[CH:4][CH:5]=[CH:6][CH:7]=1. The catalyst class is: 8. (4) Reactant: [I:1][CH3:2].[N:3]1([C:19]([O:21][C:22]([CH3:25])([CH3:24])[CH3:23])=[O:20])[CH:7]2[CH2:8][N:9]([C:12]([O:14][C:15]([CH3:18])([CH3:17])[CH3:16])=[O:13])[CH2:10][CH2:11][N:6]2[CH2:5][CH2:4]1. Product: [I-:1].[C:22]([O:21][C:19]([N:3]1[CH:7]2[CH2:8][N:9]([C:12]([O:14][C:15]([CH3:16])([CH3:17])[CH3:18])=[O:13])[CH2:10][CH2:11][N+:6]2([CH3:2])[CH2:5][CH2:4]1)=[O:20])([CH3:25])([CH3:24])[CH3:23]. The catalyst class is: 10.